From a dataset of Reaction yield outcomes from USPTO patents with 853,638 reactions. Predict the reaction yield, written as a fraction of the theoretical maximum amount of product (1.0 means a 100% yield; for example, 0.34 means a 34% yield). (1) The reactants are [F:1][C:2]1[CH:28]=[C:27]([F:29])[CH:26]=[CH:25][C:3]=1[O:4][C:5]1[CH:12]=[CH:11][C:8]([CH:9]=O)=[CH:7][C:6]=1[C:13]1[C:21]2[C:16](=[C:17]([O:22][CH3:23])[N:18]=[CH:19][CH:20]=2)[N:15]([CH3:24])[CH:14]=1.[NH:30]1[CH2:35][CH2:34][CH:33]([NH:36][C:37](=[O:43])[O:38][C:39]([CH3:42])([CH3:41])[CH3:40])[CH2:32][CH2:31]1.C(O)(=O)C.C(O[BH-](OC(=O)C)OC(=O)C)(=O)C.[Na+]. The catalyst is ClCCl. The product is [F:1][C:2]1[CH:28]=[C:27]([F:29])[CH:26]=[CH:25][C:3]=1[O:4][C:5]1[CH:12]=[CH:11][C:8]([CH2:9][N:30]2[CH2:31][CH2:32][CH:33]([NH:36][C:37](=[O:43])[O:38][C:39]([CH3:41])([CH3:40])[CH3:42])[CH2:34][CH2:35]2)=[CH:7][C:6]=1[C:13]1[C:21]2[C:16](=[C:17]([O:22][CH3:23])[N:18]=[CH:19][CH:20]=2)[N:15]([CH3:24])[CH:14]=1. The yield is 1.00. (2) The reactants are Br[C:2]1[N:3]=[C:4]([CH:24]2[CH2:29][CH2:28][CH2:27][CH2:26][CH2:25]2)[N:5]2[C:10]3[CH:11]=[CH:12][N:13](S(C4C=CC(C)=CC=4)(=O)=O)[C:9]=3[N:8]=[CH:7][C:6]=12.C(Cl)Cl.[C:33]1(B(O)O)[CH:38]=[CH:37][CH:36]=[CH:35][CH:34]=1.C([O-])([O-])=O.[Na+].[Na+]. The catalyst is C1COCC1.O.CCOC(C)=O.[Cl-].[Na+].O.C1C=CC(P(C2C=CC=CC=2)[C-]2C=CC=C2)=CC=1.C1C=CC(P(C2C=CC=CC=2)[C-]2C=CC=C2)=CC=1.Cl[Pd]Cl.[Fe+2]. The product is [CH:24]1([C:4]2[N:5]3[C:10]4[CH:11]=[CH:12][NH:13][C:9]=4[N:8]=[CH:7][C:6]3=[C:2]([C:33]3[CH:38]=[CH:37][CH:36]=[CH:35][CH:34]=3)[N:3]=2)[CH2:25][CH2:26][CH2:27][CH2:28][CH2:29]1. The yield is 0.280. (3) The yield is 0.510. The catalyst is C1COCC1. The product is [O:1]1[C:5]2[CH:6]=[CH:7][C:8]([CH2:10][N:11]([S:41]([CH3:40])(=[O:43])=[O:42])[CH2:12][CH2:13][CH:14]3[CH2:19][CH2:18][CH2:17][CH2:16][N:15]3[C:20]3[CH:25]=[CH:24][N:23]=[C:22]([N:26]4[CH:30]=[CH:29][N:28]=[CH:27]4)[N:21]=3)=[CH:9][C:4]=2[O:3][CH2:2]1. The reactants are [O:1]1[C:5]2[CH:6]=[CH:7][C:8]([CH2:10][NH:11][CH2:12][CH2:13][CH:14]3[CH2:19][CH2:18][CH2:17][CH2:16][N:15]3[C:20]3[CH:25]=[CH:24][N:23]=[C:22]([N:26]4[CH:30]=[CH:29][N:28]=[CH:27]4)[N:21]=3)=[CH:9][C:4]=2[O:3][CH2:2]1.CCN(C(C)C)C(C)C.[CH3:40][S:41](Cl)(=[O:43])=[O:42].